Dataset: Reaction yield outcomes from USPTO patents with 853,638 reactions. Task: Predict the reaction yield, written as a fraction of the theoretical maximum amount of product (1.0 means a 100% yield; for example, 0.34 means a 34% yield). (1) The catalyst is O1CCCC1.CO.O. The yield is 0.180. The reactants are [OH:1][C:2]1[CH:7]=[C:6]([OH:8])[C:5]([C:9]2[CH:14]=[CH:13][CH:12]=[C:11]([O:15][CH3:16])[CH:10]=2)=[C:4]([CH2:17][CH2:18][O:19][CH3:20])[C:3]=1[C:21](=O)[CH3:22].C(N(CC)CC)C.C(Cl)(=O)OC.[BH4-].[Na+].Cl. The product is [CH2:21]([C:3]1[C:2]([OH:1])=[CH:7][C:6]([OH:8])=[C:5]([C:9]2[CH:14]=[CH:13][CH:12]=[C:11]([O:15][CH3:16])[CH:10]=2)[C:4]=1[CH2:17][CH2:18][O:19][CH3:20])[CH3:22]. (2) The reactants are [NH2:1][C:2]1[N:6]([C:7]2[C:12]([F:13])=[CH:11][C:10]([C:14]([F:17])([F:16])[F:15])=[CH:9][C:8]=2[Cl:18])[N:5]=[C:4]([C:19]#[N:20])[CH:3]=1.S(C1C=CC(C)=CC=1)(O)(=O)=O.CNC.[C:35]([S:39](Cl)=[O:40])([F:38])([F:37])[F:36]. The catalyst is C1(C)C=CC=CC=1. The product is [NH2:1][C:2]1[N:6]([C:7]2[C:12]([F:13])=[CH:11][C:10]([C:14]([F:16])([F:15])[F:17])=[CH:9][C:8]=2[Cl:18])[N:5]=[C:4]([C:19]#[N:20])[C:3]=1[S:39]([C:35]([F:38])([F:37])[F:36])=[O:40]. The yield is 0.640. (3) The reactants are C[O:2][C:3]1[CH:8]=[C:7]([CH:9]([C:11]2[N:16]3[N:17]=[C:18]([NH:20][C:21]4[CH:26]=[CH:25][C:24]([C:27]([F:30])([F:29])[F:28])=[CH:23][CH:22]=4)[N:19]=[C:15]3[CH:14]=[CH:13][CH:12]=2)[CH3:10])[CH:6]=[CH:5][N:4]=1.CS(OS(C)(=O)=O)(=O)=O.C(N(CC)C(C)C)(C)C.N#N.[H][H]. The catalyst is C(OCC)(=O)C.C(=O)(O)[O-].[Na+].O.CN1CCCC1=O.C(O)C.[Pd].CN(C)C=O. The product is [F:29][C:27]([F:28])([F:30])[C:24]1[CH:25]=[CH:26][C:21]([NH:20][C:18]2[N:19]=[C:15]3[CH:14]=[CH:13][CH:12]=[C:11]([CH:9]([C:7]4[CH:6]=[CH:5][NH:4][C:3](=[O:2])[CH:8]=4)[CH3:10])[N:16]3[N:17]=2)=[CH:22][CH:23]=1. The yield is 0.510. (4) The reactants are [N+:1]([C:4]1[CH:12]=[C:11]2[C:7]([CH2:8][O:9][C:10]2=[O:13])=[CH:6][CH:5]=1)([O-])=O. The catalyst is Cl.O. The product is [NH2:1][C:4]1[CH:12]=[C:11]2[C:7]([CH2:8][O:9][C:10]2=[O:13])=[CH:6][CH:5]=1. The yield is 0.780. (5) The reactants are [C:1]([C:3]1[CH:12]=[CH:11][C:10]2[C:5](=[CH:6][CH:7]=[C:8]([OH:13])[CH:9]=2)[N:4]=1)#[N:2].[CH3:14][CH2:15][O:16][P:17](Cl)([O:19][CH2:20][CH3:21])=[O:18].C(N(CC)CC)C. The catalyst is C(Cl)Cl. The yield is 0.910. The product is [P:17]([O:13][C:8]1[CH:9]=[C:10]2[C:5](=[CH:6][CH:7]=1)[N:4]=[C:3]([C:1]#[N:2])[CH:12]=[CH:11]2)([O:19][CH2:20][CH3:21])([O:16][CH2:15][CH3:14])=[O:18].